This data is from Full USPTO retrosynthesis dataset with 1.9M reactions from patents (1976-2016). The task is: Predict the reactants needed to synthesize the given product. Given the product [NH2:29][C:26]1[C:27]2[N:28]=[C:20]([C:11]3[N:10]([CH3:30])[C:9]([CH:5]([CH:6]4[CH2:7][CH2:8]4)[OH:4])=[N:13][C:12]=3[C:14]3[CH:19]=[CH:18][CH:17]=[CH:16][CH:15]=3)[S:21][C:22]=2[N:23]=[CH:24][N:25]=1, predict the reactants needed to synthesize it. The reactants are: CN(C)C(=O)[O:4][CH:5]([C:9]1[N:10]([CH3:30])[C:11]([C:20]2[S:21][C:22]3[N:23]=[CH:24][N:25]=[C:26]([NH2:29])[C:27]=3[N:28]=2)=[C:12]([C:14]2[CH:19]=[CH:18][CH:17]=[CH:16][CH:15]=2)[N:13]=1)[CH:6]1[CH2:8][CH2:7]1.CN(C)C(=O)OC(C1N(C)C(C2SC3N=CN=C(N)C=3N=2)=C(C2C=CC=CC=2)N=1)C1C=CC=CC=1.